Dataset: Experimentally validated miRNA-target interactions with 360,000+ pairs, plus equal number of negative samples. Task: Binary Classification. Given a miRNA mature sequence and a target amino acid sequence, predict their likelihood of interaction. (1) The miRNA is hsa-miR-203b-5p with sequence UAGUGGUCCUAAACAUUUCACA. The protein sequence of the target gene is MAKYGEHEASPDNGQNEFSDIIKSRSDEHNDVQKKTFTKWINARFSKSGKPPINDMFTDLKDGRKLLDLLEGLTGTSLPKERGSTRVHALNNVNRVLQVLHQNNVELVNIGGTDIVDGNHKLTLGLLWSIILHWQVKDVMKDVMSDLQQTNSEKILLSWVRQTTRPYSQVNVLNFTTSWTDGLAFNAVLHRHKPDLFSWDKVVKMSPIERLEHAFSKAQTYLGIEKLLDPEDVAVQLPDKKSIIMYLTSLFEVLPQQVTIDAIREVETLPRKYKKECEEEAINIQSTAPEEEHESPRAET.... Result: 1 (interaction). (2) The miRNA is hsa-miR-30a-3p with sequence CUUUCAGUCGGAUGUUUGCAGC. The protein sequence of the target gene is MRAPIPEPKPGDLIEIFRPFYRHWAIYVGDGYVVHLAPPSEVAGAGAASVMSALTDKAIVKKELLYDVAGSDKYQVNNKHDDKYSPLPCSKIIQRAEELVGQEVLYKLTSENCEHFVNELRYGVARSDQVRDVIIAASVAGMGLAAMSLIGVMFSRNKRQKQ. Result: 1 (interaction). (3) The miRNA is hsa-miR-4804-5p with sequence UUGGACGGUAAGGUUAAGCAA. The protein sequence of the target gene is MQLGEQLLVSSVNLPGAHFYPLESARGGSGGSAGHLPSAAPSPQKLDLDKASKKFSGSLSCEAVSGEPAAASAGAPAAMLSDTDAGDAFASAAAVAKPGPPDGRKGSPCGEEELPSAAAAAAAAAAAAAATARYSMDSLSSERYYLQSPGPQGSELAAPCSLFPYQAAAGAPHGPVYPAPNGARYPYGSMLPPGGFPAAVCPPGRAQFGPGAGAGSGAGGSSGGGGGPGTYQYSQGAPLYGPYPGAAAAGSCGGLGGLGVPGSGFRAHVYLCNRPLWLKFHRHQTEMIITKQGRRMFPFL.... Result: 0 (no interaction). (4) The miRNA is mmu-miR-466h-5p with sequence UGUGUGCAUGUGCUUGUGUGUA. The protein sequence of the target gene is MAPPTFADLGKSAKDLFNKGYNFGFLKIDSTTRAGDNKEVEFKSAASHNIGSGKLGGNLDVKYKIPQYGITLTEKWNTENQLGTVIEVNEQFGRGLKVTLDSLYAPHAGKRSGKVKLDWALPTARVTADVGVTSAPVINAAGVFSRDGWLIGAAATFDSSSNKLAATSLAFGHSTPQYTLHSFVINSTDFGASLYHKVASNVEVGTQLGWKVGGNGADYALATKYAPSRDLTVRAKVNSSSQVAVAATHSLSPALKLTLSTQFNLAANDAHKFGLGLEFDPSN. Result: 0 (no interaction). (5) The protein sequence of the target gene is MASLLGAYPWPEGLECPALDAELSDGQSPPAVPRPPGDKGSESRIRRPMNAFMVWAKDERKRLAVQNPDLHNAELSKMLGKSWKALTLSQKRPYVDEAERLRLQHMQDYPNYKYRPRRKKQAKRLCKRVDPGFLLSSLSRDQNALPEKRSGSRGALGEKEDRGEYSPGTALPSLRGCYHEGPAGGGGGGTPSSVDTYPYGLPTPPEMSPLDVLEPEQTFFSSPCQEEHGHPRRIPHLPGHPYSPEYAPSPLHCSHPLGSLALGQSPGVSMMSPVPGCPPSPAYYSPATYHPLHSNLQAHL.... Result: 1 (interaction). The miRNA is hsa-miR-4772-3p with sequence CCUGCAACUUUGCCUGAUCAGA. (6) The miRNA is hsa-miR-98-3p with sequence CUAUACAACUUACUACUUUCCC. The protein sequence of the target gene is MAPKRAKRRTVEGGSSSVFSMFDQTQIQEFKEAFTVIDQNRDGIIDKEDLRDTFAAMGRLNVKNEELDAMMKEASGPINFTVFLTMFGEKLKGADPEDVITGAFKVLDPEGKGTIKKKFLEELLTTQCDRFSQEEIKNMWAAFPPDVGGNVDYKNICYVITHGDAKDQE. Result: 0 (no interaction). (7) Result: 0 (no interaction). The miRNA is hsa-miR-3939 with sequence UACGCGCAGACCACAGGAUGUC. The protein sequence of the target gene is MHKAGLLGLCARAWNSVRMASSGMTRRDPLANKVALVTASTDGIGFAIARRLAQDGAHVVVSSRKQQNVDQAVATLQGEGLSVTGTVCHVGKAEDRERLVATAVKLHGGIDILVSNAAVNPFFGSIMDVTEEVWDKTLDINVKAPALMTKAVVPEMEKRGGGSVVIVSSIAAFSPSPGFSPYNVSKTALLGLTKTLAIELAPRNIRVNCLAPGLIKTSFSRMLWMDKEKEESMKETLRIRRLGEPEDCAGIVSFLCSEDASYITGETVVVGGGTPSRL.